Task: Predict which catalyst facilitates the given reaction.. Dataset: Catalyst prediction with 721,799 reactions and 888 catalyst types from USPTO (1) Reactant: [O:1]([CH2:8][C@H:9]1[CH2:11][O:10]1)[C:2]1[CH:7]=[CH:6][CH:5]=[CH:4][CH:3]=1.[NH2:12][C@@H:13]([C@@H:16]([O:42][CH2:43][C:44]1[CH:49]=[CH:48][CH:47]=[CH:46][CH:45]=1)[C@@H:17]([N:27]([CH2:35][C:36]1[CH:41]=[CH:40][CH:39]=[CH:38][CH:37]=1)[CH2:28][C:29]1[CH:34]=[CH:33][CH:32]=[CH:31][CH:30]=1)[CH2:18][C:19]1[CH:24]=[C:23]([F:25])[CH:22]=[C:21]([F:26])[CH:20]=1)[CH2:14][OH:15]. Product: [CH2:43]([O:42][C@@H:16]([C@@H:17]([N:27]([CH2:35][C:36]1[CH:41]=[CH:40][CH:39]=[CH:38][CH:37]=1)[CH2:28][C:29]1[CH:30]=[CH:31][CH:32]=[CH:33][CH:34]=1)[CH2:18][C:19]1[CH:20]=[C:21]([F:26])[CH:22]=[C:23]([F:25])[CH:24]=1)[C@H:13]([NH:12][CH2:11][C@@H:9]([OH:10])[CH2:8][O:1][C:2]1[CH:7]=[CH:6][CH:5]=[CH:4][CH:3]=1)[CH2:14][OH:15])[C:44]1[CH:45]=[CH:46][CH:47]=[CH:48][CH:49]=1. The catalyst class is: 8. (2) Product: [OH:8][C:9]1[CH:10]=[C:11]([C:15]2([CH3:29])[C:24](=[O:25])[C:23]3[C:18](=[CH:19][C:20]([Cl:27])=[CH:21][C:22]=3[Cl:26])[NH:17][C:16]2=[O:28])[CH:12]=[CH:13][CH:14]=1. The catalyst class is: 25. Reactant: C([O:8][C:9]1[CH:10]=[C:11]([C:15]2([CH3:29])[C:24](=[O:25])[C:23]3[C:18](=[CH:19][C:20]([Cl:27])=[CH:21][C:22]=3[Cl:26])[NH:17][C:16]2=[O:28])[CH:12]=[CH:13][CH:14]=1)C1C=CC=CC=1.B(Br)(Br)Br.CCCCCC. (3) Reactant: [OH-].[K+].C([O:5][C:6]([C:8]1([CH2:39][O:40][CH3:41])[CH2:13][CH2:12][N:11]([CH2:14][C:15]2[CH:20]=[CH:19][C:18]([C:21]3[N:25]=[C:24]([C:26]4[CH:31]=[CH:30][C:29]([C:32]5[CH:37]=[CH:36][CH:35]=[CH:34][CH:33]=5)=[C:28]([Cl:38])[CH:27]=4)[O:23][N:22]=3)=[CH:17][CH:16]=2)[CH2:10][CH2:9]1)=[O:7])C. The catalyst class is: 15. Product: [Cl:38][C:28]1[CH:27]=[C:26]([C:24]2[O:23][N:22]=[C:21]([C:18]3[CH:17]=[CH:16][C:15]([CH2:14][N:11]4[CH2:12][CH2:13][C:8]([CH2:39][O:40][CH3:41])([C:6]([OH:7])=[O:5])[CH2:9][CH2:10]4)=[CH:20][CH:19]=3)[N:25]=2)[CH:31]=[CH:30][C:29]=1[C:32]1[CH:33]=[CH:34][CH:35]=[CH:36][CH:37]=1.